This data is from Catalyst prediction with 721,799 reactions and 888 catalyst types from USPTO. The task is: Predict which catalyst facilitates the given reaction. (1) Reactant: O[C:2]1[C:3]([F:14])=[CH:4][N:5]=[C:6]2[C:11]=1[N:10]=[C:9]([C:12]#[N:13])[CH:8]=[CH:7]2.P(Br)(Br)[Br:16]. Product: [Br:16][C:2]1[C:3]([F:14])=[CH:4][N:5]=[C:6]2[C:11]=1[N:10]=[C:9]([C:12]#[N:13])[CH:8]=[CH:7]2. The catalyst class is: 3. (2) Reactant: [Cl:1][C:2]1[CH:7]=[CH:6][C:5]([C:8]2[N:12]([C:13]3[CH:18]=[CH:17][C:16]([Cl:19])=[CH:15][C:14]=3[Cl:20])[N:11]=[C:10]([C:21](=O)[CH2:22][C:23](=O)[C:24]([CH3:27])([CH3:26])[CH3:25])[C:9]=2[CH3:30])=[CH:4][CH:3]=1.O.[NH2:32][NH2:33].C1COCC1. Product: [C:24]([C:23]1[NH:33][N:32]=[C:21]([C:10]2[C:9]([CH3:30])=[C:8]([C:5]3[CH:6]=[CH:7][C:2]([Cl:1])=[CH:3][CH:4]=3)[N:12]([C:13]3[CH:18]=[CH:17][C:16]([Cl:19])=[CH:15][C:14]=3[Cl:20])[N:11]=2)[CH:22]=1)([CH3:27])([CH3:26])[CH3:25]. The catalyst class is: 14. (3) Reactant: O[CH2:2][CH:3]1[CH:7]2[CH2:8][CH2:9][CH2:10][CH:6]2[CH2:5][N:4]1[C:11]([C:13]1[CH:18]=[C:17]([CH3:19])[CH:16]=[CH:15][C:14]=1[N:20]1[N:24]=[CH:23][CH:22]=[N:21]1)=[O:12].[C:25]1(=[O:35])[NH:29][C:28](=[O:30])[C:27]2=[CH:31][CH:32]=[CH:33][CH:34]=[C:26]12.C1(P(C2C=CC=CC=2)C2C=CC=CC=2)C=CC=CC=1.CC(OC(/N=N/C(OC(C)C)=O)=O)C. Product: [CH3:19][C:17]1[CH:16]=[CH:15][C:14]([N:20]2[N:21]=[CH:22][CH:23]=[N:24]2)=[C:13]([CH:18]=1)[C:11]([N:4]1[CH2:5][CH:6]2[CH2:10][CH2:9][CH2:8][CH:7]2[CH:3]1[CH2:2][N:29]1[C:25](=[O:35])[C:26]2[C:27](=[CH:31][CH:32]=[CH:33][CH:34]=2)[C:28]1=[O:30])=[O:12]. The catalyst class is: 1. (4) Reactant: [CH3:1][C:2]([CH3:21])([CH3:20])[CH2:3][N:4]([CH2:17][CH:18]=[O:19])[C:5]1[CH:12]=[CH:11][C:8]([C:9]#[N:10])=[C:7]([C:13]([F:16])([F:15])[F:14])[CH:6]=1.[BH4-].[Na+].[NH4+].[Cl-]. Product: [CH3:1][C:2]([CH3:21])([CH3:20])[CH2:3][N:4]([CH2:17][CH2:18][OH:19])[C:5]1[CH:12]=[CH:11][C:8]([C:9]#[N:10])=[C:7]([C:13]([F:14])([F:15])[F:16])[CH:6]=1. The catalyst class is: 5. (5) Reactant: [CH3:1][O:2][CH2:3][C:4]([NH:6][NH2:7])=O.[CH2:8]([N:10]=[C:11]=[O:12])[CH3:9]. Product: [CH2:8]([N:10]1[C:4]([CH2:3][O:2][CH3:1])=[N:6][NH:7][C:11]1=[O:12])[CH3:9]. The catalyst class is: 11. (6) Reactant: [C:1]1([C:7]2[O:8][C:9]([CH3:35])=[C:10]([CH2:12][O:13][C:14]3[CH:34]=[CH:33][C:17]([CH2:18][O:19][C:20]4[C:24]([CH:25]=[O:26])=[CH:23][N:22]([C:27]5[CH:32]=[CH:31][CH:30]=[CH:29][CH:28]=5)[N:21]=4)=[CH:16][CH:15]=3)[N:11]=2)[CH:6]=[CH:5][CH:4]=[CH:3][CH:2]=1.C(O)C.[BH4-].[Na+].O. Product: [C:1]1([C:7]2[O:8][C:9]([CH3:35])=[C:10]([CH2:12][O:13][C:14]3[CH:15]=[CH:16][C:17]([CH2:18][O:19][C:20]4[C:24]([CH2:25][OH:26])=[CH:23][N:22]([C:27]5[CH:32]=[CH:31][CH:30]=[CH:29][CH:28]=5)[N:21]=4)=[CH:33][CH:34]=3)[N:11]=2)[CH:2]=[CH:3][CH:4]=[CH:5][CH:6]=1. The catalyst class is: 7. (7) Reactant: [CH3:1][O:2][C:3](=[O:25])[CH2:4][O:5][CH2:6][CH2:7][CH2:8][CH2:9][N:10]1[C@@H:14](/[CH:15]=[CH:16]/[C:17](=[O:23])[CH2:18][CH2:19][CH2:20][CH2:21][CH3:22])[CH2:13][CH2:12][C:11]1=[O:24].O[C@@H](CCCCC)/C=C/[C@H]1CCC(=O)N1CCSCCCC(O)=O.B1(C)OC(C2C=CC=CC=2)(C2C=CC=CC=2)[C@@H]2N1CCC2.Cl. Product: [CH3:1][O:2][C:3](=[O:25])[CH2:4][O:5][CH2:6][CH2:7][CH2:8][CH2:9][N:10]1[C:11](=[O:24])[CH2:12][CH2:13][C@@H:14]1/[CH:15]=[CH:16]/[C@@H:17]([OH:23])[CH2:18][CH2:19][CH2:20][CH2:21][CH3:22]. The catalyst class is: 224. (8) Reactant: [C:1](=O)([O-])[O-].[K+].[K+].[CH:7]1([C:12]2[CH:19]=[CH:18][C:15]([CH2:16]Cl)=[CH:14][C:13]=2[C:20]([F:23])([F:22])[F:21])[CH2:11][CH2:10][CH2:9][CH2:8]1.[C:24]([O:28][C:29]([N:31]1[C:39]2[C:34](=[CH:35][C:36]([OH:40])=[CH:37][CH:38]=2)[CH2:33][CH2:32]1)=[O:30])([CH3:27])([CH3:26])[CH3:25]. Product: [C:24]([O:28][C:29]([N:31]1[C:39]2[C:34](=[CH:35][C:36]([O:40][CH2:16][C:15]3[CH:18]=[CH:19][C:12]([CH:7]4[CH2:1][CH2:8][CH2:9][CH2:10][CH2:11]4)=[C:13]([C:20]([F:21])([F:22])[F:23])[CH:14]=3)=[CH:37][CH:38]=2)[CH2:33][CH2:32]1)=[O:30])([CH3:27])([CH3:25])[CH3:26]. The catalyst class is: 3. (9) Reactant: [NH2:1][C:2]1[C:7]2[C:8]([C:11]3[CH:16]=[CH:15][C:14]([NH:17][C:18]([C:20]4[N:21]([CH3:29])[C:22]5[C:27]([CH:28]=4)=[CH:26][CH:25]=[CH:24][CH:23]=5)=[O:19])=[C:13]([O:30][CH3:31])[CH:12]=3)=[CH:9][S:10][C:6]=2[C:5](/[CH:32]=[CH:33]/[CH2:34][NH2:35])=[CH:4][N:3]=1.O=[C:37]1[CH2:42][CH2:41][N:40]([C:43]([O:45][CH2:46][CH3:47])=[O:44])[CH2:39][CH2:38]1.C(O[BH-](OC(=O)C)OC(=O)C)(=O)C.[Na+].[OH-].[Na+]. Product: [NH2:1][C:2]1[C:7]2[C:8]([C:11]3[CH:16]=[CH:15][C:14]([NH:17][C:18]([C:20]4[N:21]([CH3:29])[C:22]5[C:27]([CH:28]=4)=[CH:26][CH:25]=[CH:24][CH:23]=5)=[O:19])=[C:13]([O:30][CH3:31])[CH:12]=3)=[CH:9][S:10][C:6]=2[C:5](/[CH:32]=[CH:33]/[CH2:34][NH:35][CH:37]2[CH2:42][CH2:41][N:40]([C:43]([O:45][CH2:46][CH3:47])=[O:44])[CH2:39][CH2:38]2)=[CH:4][N:3]=1. The catalyst class is: 576.